Predict the reactants needed to synthesize the given product. From a dataset of Full USPTO retrosynthesis dataset with 1.9M reactions from patents (1976-2016). (1) The reactants are: [C:1]1([C:7]2[CH:8]=[C:9]3[C:18](=[S:19])[NH:17][C:16]4[C:11](=[CH:12][CH:13]=[CH:14][CH:15]=4)[N:10]3[CH:20]=2)[CH:6]=[CH:5][CH:4]=[CH:3][CH:2]=1.N#N.[CH2:23]1CCN2C(=NCCC2)CC1.CI. Given the product [CH3:23][S:19][C:18]1[C:9]2[N:10]([CH:20]=[C:7]([C:1]3[CH:2]=[CH:3][CH:4]=[CH:5][CH:6]=3)[CH:8]=2)[C:11]2[C:16]([N:17]=1)=[CH:15][CH:14]=[CH:13][CH:12]=2, predict the reactants needed to synthesize it. (2) Given the product [ClH:1].[Cl:1][C:2]1[CH:3]=[CH:4][C:5]([O:15][CH2:16][CH2:17][NH:21][CH2:22][CH2:23][NH:24][S:25]([C:28]2[C:29]3[CH:30]=[CH:31][N:32]=[C:33]([OH:38])[C:34]=3[CH:35]=[CH:36][CH:37]=2)(=[O:26])=[O:27])=[C:6]([C:8]2[CH:13]=[CH:12][CH:11]=[CH:10][C:9]=2[Cl:14])[CH:7]=1, predict the reactants needed to synthesize it. The reactants are: [Cl:1][C:2]1[CH:3]=[CH:4][C:5]([O:15][CH2:16][CH:17]=O)=[C:6]([C:8]2[CH:13]=[CH:12][CH:11]=[CH:10][C:9]=2[Cl:14])[CH:7]=1.[Cl-].[Na+].[NH2:21][CH2:22][CH2:23][NH:24][S:25]([C:28]1[C:29]2[CH:30]=[CH:31][N:32]=[C:33]([OH:38])[C:34]=2[CH:35]=[CH:36][CH:37]=1)(=[O:27])=[O:26].[BH4-].[Na+]. (3) Given the product [CH2:25]([O:24][C:22]([CH:19]1[CH2:20][CH2:21][N:16]([C:2]2[N:3]=[CH:4][C:5]([C:8]([OH:10])=[O:9])=[N:6][CH:7]=2)[CH2:17][CH2:18]1)=[O:23])[CH3:26], predict the reactants needed to synthesize it. The reactants are: Cl[C:2]1[N:3]=[CH:4][C:5]([C:8]([OH:10])=[O:9])=[N:6][CH:7]=1.CN(C)C=O.[NH:16]1[CH2:21][CH2:20][CH:19]([C:22]([O:24][CH2:25][CH3:26])=[O:23])[CH2:18][CH2:17]1.C(N(C(C)C)CC)(C)C.